This data is from Forward reaction prediction with 1.9M reactions from USPTO patents (1976-2016). The task is: Predict the product of the given reaction. (1) Given the reactants C([O:3][C:4](=[O:13])[C:5]([C:7]1[S:8][C:9]([I:12])=[CH:10][CH:11]=1)=[O:6])C, predict the reaction product. The product is: [I:12][C:9]1[S:8][C:7]([C:5](=[O:6])[C:4]([OH:13])=[O:3])=[CH:11][CH:10]=1. (2) The product is: [CH:16]1[C:17]2[N:18]([C:20]3[CH:28]=[C:27]([CH2:30][OH:31])[C:26]([O:33][CH2:34][CH:35]([CH2:40][CH3:41])[CH2:36][CH2:37][CH2:38][CH3:39])=[CH:25][C:21]=3[CH2:22][OH:23])[C:19]3[C:11](=[CH:10][CH:9]=[CH:8][CH:7]=3)[C:12]=2[CH:13]=[CH:14][CH:15]=1. Given the reactants [H-].[H-].[H-].[H-].[Li+].[Al+3].[CH:7]1[C:19]2[N:18]([C:20]3[C:28](C)=[C:27]([C:30]([O-])=[O:31])[C:26]([O:33][CH2:34][CH:35]([CH2:40][CH3:41])[CH2:36][CH2:37][CH2:38][CH3:39])=[C:25](C)[C:21]=3[C:22]([O-])=[O:23])[C:17]3[C:12](=[CH:13][CH:14]=[CH:15][CH:16]=3)[C:11]=2[CH:10]=[CH:9][CH:8]=1.O.[OH-].[Na+], predict the reaction product.